Dataset: Full USPTO retrosynthesis dataset with 1.9M reactions from patents (1976-2016). Task: Predict the reactants needed to synthesize the given product. (1) Given the product [Cl:1][C:2]1[CH:3]=[CH:4][C:5]2[O:9][C:8]([C:10](=[O:12])[C:22]3[CH:17]=[CH:3][CH:2]=[CH:15][C:21]=3[N:20]3[CH2:7][CH2:8][O:9][CH2:18][CH2:19]3)=[CH:7][C:6]=2[CH:15]=1, predict the reactants needed to synthesize it. The reactants are: [Cl:1][C:2]1[CH:3]=[CH:4][C:5]2[O:9][C:8]([C:10]([O:12]CC)=O)=[CH:7][C:6]=2[CH:15]=1.Cl[C:17]1[CH:22]=[CH:21][N:20]=[CH:19][CH:18]=1. (2) The reactants are: [OH:1][C:2]1[C:3](=[O:19])[NH:4][C:5](=[O:18])[N:6]([CH2:8][CH2:9][C:10]2[CH:15]=[CH:14][CH:13]=[CH:12][C:11]=2[O:16]C)[N:7]=1.B(Br)(Br)Br.O. Given the product [OH:1][C:2]1[C:3](=[O:19])[NH:4][C:5](=[O:18])[N:6]([CH2:8][CH2:9][C:10]2[CH:15]=[CH:14][CH:13]=[CH:12][C:11]=2[OH:16])[N:7]=1, predict the reactants needed to synthesize it. (3) Given the product [CH3:1][C:2]1[CH:3]=[CH:4][C:5]([C:8]2[O:12][N:11]=[CH:10][C:9]=2[C:13]([N:25]2[CH2:26][CH2:27][N:22]([C:16]3[CH:21]=[CH:20][CH:19]=[CH:18][CH:17]=3)[CH2:23][CH2:24]2)=[O:15])=[CH:6][CH:7]=1, predict the reactants needed to synthesize it. The reactants are: [CH3:1][C:2]1[CH:7]=[CH:6][C:5]([C:8]2[O:12][N:11]=[CH:10][C:9]=2[C:13]([OH:15])=O)=[CH:4][CH:3]=1.[C:16]1([N:22]2[CH2:27][CH2:26][NH:25][CH2:24][CH2:23]2)[CH:21]=[CH:20][CH:19]=[CH:18][CH:17]=1. (4) Given the product [NH2:22][CH2:21][C:18]1[C:19]([NH2:20])=[N:7][C:6]([C:5]2[CH:9]=[C:10]([O:12][CH3:13])[CH:11]=[C:3]([O:2][CH3:1])[CH:4]=2)=[N:8][C:17]=1[C:16]1[CH:23]=[CH:24][C:25]([Cl:27])=[CH:26][C:15]=1[Cl:14], predict the reactants needed to synthesize it. The reactants are: [CH3:1][O:2][C:3]1[CH:4]=[C:5]([CH:9]=[C:10]([O:12][CH3:13])[CH:11]=1)[C:6]([NH2:8])=[NH:7].[Cl:14][C:15]1[CH:26]=[C:25]([Cl:27])[CH:24]=[CH:23][C:16]=1[CH:17]=[C:18]([C:21]#[N:22])[C:19]#[N:20].